From a dataset of Reaction yield outcomes from USPTO patents with 853,638 reactions. Predict the reaction yield, written as a fraction of the theoretical maximum amount of product (1.0 means a 100% yield; for example, 0.34 means a 34% yield). (1) The reactants are [CH2:1]([O:8][C@@H:9]1[CH2:13][CH2:12][NH:11][CH2:10]1)[C:2]1[CH:7]=[CH:6][CH:5]=[CH:4][CH:3]=1.O[C@@H]1CCNC1.C(O)C1C=CC=CC=1.[S:28](=[O:32])(=[O:31])([OH:30])[OH:29]. The catalyst is C(O)(C)C.C(OCC)(=O)C.CCCCCC. The product is [S:28]([OH:32])([OH:31])(=[O:30])=[O:29].[CH2:1]([O:8][C@@H:9]1[CH2:13][CH2:12][NH:11][CH2:10]1)[C:2]1[CH:3]=[CH:4][CH:5]=[CH:6][CH:7]=1. The yield is 0.0700. (2) The catalyst is C(Cl)Cl. The yield is 0.300. The product is [Br:1][C:2]1[CH:3]=[C:4]2[C:8](=[CH:9][CH:10]=1)[NH:7][C:6]1[CH2:11][N:12]([C:25]([O:24][C:21]([CH3:23])([CH3:22])[CH3:20])=[O:26])[CH2:13][CH2:14][C:5]2=1. The reactants are [Br:1][C:2]1[CH:3]=[C:4]2[C:8](=[CH:9][CH:10]=1)[NH:7][C:6]1[CH2:11][NH:12][CH2:13][CH2:14][C:5]2=1.C1COCC1.[CH3:20][C:21]([O:24][C:25](O[C:25]([O:24][C:21]([CH3:23])([CH3:22])[CH3:20])=[O:26])=[O:26])([CH3:23])[CH3:22].